Dataset: Catalyst prediction with 721,799 reactions and 888 catalyst types from USPTO. Task: Predict which catalyst facilitates the given reaction. (1) Reactant: [O:1]1[CH2:4][CH:3]([N:5]2[CH2:10][CH2:9][NH:8][CH2:7][CH2:6]2)[CH2:2]1.F[C:12]1[CH:17]=[CH:16][C:15]([N+:18]([O-:20])=[O:19])=[CH:14][C:13]=1[O:21][CH3:22].C(=O)([O-])[O-].[K+].[K+].CN1CCCC1=O. Product: [CH3:22][O:21][C:13]1[CH:14]=[C:15]([N+:18]([O-:20])=[O:19])[CH:16]=[CH:17][C:12]=1[N:8]1[CH2:9][CH2:10][N:5]([CH:3]2[CH2:4][O:1][CH2:2]2)[CH2:6][CH2:7]1. The catalyst class is: 6. (2) Reactant: [O:1]=[S:2]1(=[O:24])[CH2:6][C:5]2[CH:7]=[C:8]([C:11]3[C:20]4[C:15](=[CH:16][CH:17]=[C:18]([C:21]([OH:23])=O)[CH:19]=4)[CH:14]=[N:13][CH:12]=3)[CH:9]=[CH:10][C:4]=2[NH:3]1.CN(C(ON1N=NC2C=[CH:37][CH:38]=[N:39][C:34]1=2)=[N+](C)C)C.F[P-](F)(F)(F)(F)F.N1CCC1.CCN(C(C)C)C(C)C. Product: [N:39]1([C:21]([C:18]2[CH:19]=[C:20]3[C:15](=[CH:16][CH:17]=2)[CH:14]=[N:13][CH:12]=[C:11]3[C:8]2[CH:9]=[CH:10][C:4]3[NH:3][S:2](=[O:24])(=[O:1])[CH2:6][C:5]=3[CH:7]=2)=[O:23])[CH2:38][CH2:37][CH2:34]1. The catalyst class is: 85. (3) Reactant: [C:1]([C:3]1[CH:8]=[CH:7][C:6]([NH:9][C@H:10]2[CH2:14][CH2:13][C@@H:12]([C:15]([OH:17])=[O:16])[CH2:11]2)=[CH:5][CH:4]=1)#[N:2].[CH3:18][CH2:19]N(C(C)C)C(C)C.CN(C(ON1N=NC2C=CC=NC1=2)=[N+](C)C)C.F[P-](F)(F)(F)(F)F.CCO. Product: [C:1]([C:3]1[CH:4]=[CH:5][C:6]([NH:9][C@H:10]2[CH2:14][CH2:13][C@@H:12]([C:15]([O:17][CH2:18][CH3:19])=[O:16])[CH2:11]2)=[CH:7][CH:8]=1)#[N:2]. The catalyst class is: 3. (4) Reactant: Br[CH2:2][C:3]1[NH:8][C:7]([C:9]2[C:14]([F:15])=[CH:13][C:12]([F:16])=[CH:11][N:10]=2)=[N:6][C@@H:5]([C:17]2[CH:22]=[CH:21][C:20]([F:23])=[CH:19][C:18]=2[Cl:24])[C:4]=1[C:25]([O:27][CH3:28])=[O:26].[NH:29]1[CH2:34][CH2:33][CH2:32][CH2:31][CH2:30]1. Product: [Cl:24][C:18]1[CH:19]=[C:20]([F:23])[CH:21]=[CH:22][C:17]=1[C@H:5]1[C:4]([C:25]([O:27][CH3:28])=[O:26])=[C:3]([CH2:2][N:29]2[CH2:34][CH2:33][CH2:32][CH2:31][CH2:30]2)[NH:8][C:7]([C:9]2[C:14]([F:15])=[CH:13][C:12]([F:16])=[CH:11][N:10]=2)=[N:6]1. The catalyst class is: 24. (5) Reactant: [CH3:1][O:2][C:3]1[CH:4]=[C:5]([CH2:11][C:12]([N:14]2[C@@H:18]([CH:19]([CH3:21])[CH3:20])[CH2:17][O:16][C:15]2=[O:22])=[O:13])[CH:6]=[C:7]([O:9][CH3:10])[CH:8]=1.IC.[CH3:25]CCCCC. Product: [CH3:1][O:2][C:3]1[CH:4]=[C:5]([C@H:11]([CH3:25])[C:12]([N:14]2[C@@H:18]([CH:19]([CH3:20])[CH3:21])[CH2:17][O:16][C:15]2=[O:22])=[O:13])[CH:6]=[C:7]([O:9][CH3:10])[CH:8]=1. The catalyst class is: 1. (6) Reactant: [N-:1]=[N+:2]=[N-:3].[Na+].CS(O[CH2:10][CH2:11][O:12][CH2:13][CH2:14][NH:15][C:16]([O:18][C:19]([CH3:22])([CH3:21])[CH3:20])=[O:17])(=O)=O. Product: [N:1]([CH2:10][CH2:11][O:12][CH2:13][CH2:14][NH:15][C:16](=[O:17])[O:18][C:19]([CH3:22])([CH3:21])[CH3:20])=[N+:2]=[N-:3]. The catalyst class is: 35.